From a dataset of Forward reaction prediction with 1.9M reactions from USPTO patents (1976-2016). Predict the product of the given reaction. (1) Given the reactants Br[C:2]1[CH:7]=[CH:6][C:5]([N+:8]([O-])=O)=[CH:4][C:3]=1[C:11]([F:14])([F:13])[F:12].[CH3:15][N:16]1[CH2:21][CH2:20][NH:19][CH2:18][CH2:17]1, predict the reaction product. The product is: [CH3:15][N:16]1[CH2:21][CH2:20][N:19]([C:2]2[CH:7]=[CH:6][C:5]([NH2:8])=[CH:4][C:3]=2[C:11]([F:14])([F:13])[F:12])[CH2:18][CH2:17]1. (2) Given the reactants I[C:2]1[C:10]2[S:9][C:8]([NH:11][C:12]([C:14]3[S:15][C:16]([CH3:19])=[CH:17][CH:18]=3)=[O:13])=[N:7][C:6]=2[C:5]([O:20][CH3:21])=[CH:4][CH:3]=1.[N+:22]([C:25]1[CH:26]=[C:27](B(O)O)[CH:28]=[CH:29][CH:30]=1)([O-:24])=[O:23], predict the reaction product. The product is: [N+:22]([C:25]1[CH:30]=[C:29]([C:2]2[C:10]3[S:9][C:8]([NH:11][C:12]([C:14]4[S:15][C:16]([CH3:19])=[CH:17][CH:18]=4)=[O:13])=[N:7][C:6]=3[C:5]([O:20][CH3:21])=[CH:4][CH:3]=2)[CH:28]=[CH:27][CH:26]=1)([O-:24])=[O:23]. (3) Given the reactants Br[C:2]1[C:3]([OH:10])=[N:4][CH:5]=[C:6]([CH:9]=1)[C:7]#[N:8].[CH:11]([C:13]1[CH:14]=[C:15](B(O)O)[CH:16]=[CH:17][CH:18]=1)=[O:12], predict the reaction product. The product is: [CH:11]([C:13]1[CH:18]=[C:17]([C:2]2[C:3]([OH:10])=[N:4][CH:5]=[C:6]([CH:9]=2)[C:7]#[N:8])[CH:16]=[CH:15][CH:14]=1)=[O:12]. (4) The product is: [C:21]([O:20][C:18](=[O:19])[NH:7][CH2:6][C:5]1[CH:8]=[CH:9][CH:10]=[C:3]([I:2])[CH:4]=1)([CH3:24])([CH3:23])[CH3:22]. Given the reactants Cl.[I:2][C:3]1[CH:4]=[C:5]([CH:8]=[CH:9][CH:10]=1)[CH2:6][NH2:7].C(N(CC)CC)C.[C:18](O[C:18]([O:20][C:21]([CH3:24])([CH3:23])[CH3:22])=[O:19])([O:20][C:21]([CH3:24])([CH3:23])[CH3:22])=[O:19], predict the reaction product. (5) The product is: [Br:20][C:21]1[CH:22]=[C:23]2[C:24]([C:43]([OH:44])=[C:37]([C:38]([O:40][CH2:41][CH3:42])=[O:39])[C:35](=[O:36])[C:29]32[CH2:30][CH2:31][O:32][CH2:33][CH2:34]3)=[CH:25][C:26]=1[O:27][CH3:28]. Given the reactants OS(O)(=O)=O.O=P12OP3(OP(OP(O3)(O1)=O)(=O)O2)=O.[Br:20][C:21]1[CH:22]=[C:23]([C:29]2([C:35]([CH:37]([C:43](OCC)=[O:44])[C:38]([O:40][CH2:41][CH3:42])=[O:39])=[O:36])[CH2:34][CH2:33][O:32][CH2:31][CH2:30]2)[CH:24]=[CH:25][C:26]=1[O:27][CH3:28], predict the reaction product. (6) Given the reactants [C:1](Cl)(=[O:9])[CH2:2][CH2:3][CH2:4][CH2:5][CH2:6][CH2:7][CH3:8].[NH2:11][C:12]1[CH:17]=[CH:16][C:15]([C:18](=[O:25])[CH2:19][CH2:20][C:21]([O:23]C)=[O:22])=[CH:14][CH:13]=1, predict the reaction product. The product is: [C:1]([NH:11][C:12]1[CH:13]=[CH:14][C:15]([C:18](=[O:25])[CH2:19][CH2:20][C:21]([OH:23])=[O:22])=[CH:16][CH:17]=1)(=[O:9])[CH2:2][CH2:3][CH2:4][CH2:5][CH2:6][CH2:7][CH3:8]. (7) Given the reactants C([O:3][C:4](=O)[CH2:5][C:6]1[C:7]2[C:14]([Br:15])=[CH:13][CH:12]=[C:11]([CH3:16])[C:8]=2[S:9][CH:10]=1)C.[H-].[Al+3].[Li+].[H-].[H-].[H-].[OH-].[Na+].[O-]S([O-])(=O)=O.[Na+].[Na+], predict the reaction product. The product is: [Br:15][C:14]1[C:7]2[C:6]([CH2:5][CH2:4][OH:3])=[CH:10][S:9][C:8]=2[C:11]([CH3:16])=[CH:12][CH:13]=1. (8) Given the reactants Cl.[CH:2]1([NH:8][C:9]2[C:14]([CH3:15])=[C:13]([CH3:16])[N:12]=[C:11]([NH:17][CH2:18][C:19]3[CH:24]=[CH:23][CH:22]=CN=3)[N:10]=2)[CH2:7][CH2:6][CH2:5][CH2:4][CH2:3]1.[S:25]1C=CC=C1CN, predict the reaction product. The product is: [CH:2]1([NH:8][C:9]2[C:14]([CH3:15])=[C:13]([CH3:16])[N:12]=[C:11]([NH:17][CH2:18][C:19]3[S:25][CH:22]=[CH:23][CH:24]=3)[N:10]=2)[CH2:7][CH2:6][CH2:5][CH2:4][CH2:3]1. (9) Given the reactants [F:1][C:2]1[CH:7]=[CH:6][C:5]([F:8])=[CH:4][C:3]=1[C@H:9]1[CH2:13][CH2:12][CH2:11][N:10]1[C:14]1[CH:19]=[CH:18][N:17]2[N:20]=[CH:21][C:22](I)=[C:16]2[N:15]=1.[C:24]([Si:26]([CH3:29])([CH3:28])[CH3:27])#[CH:25], predict the reaction product. The product is: [F:1][C:2]1[CH:7]=[CH:6][C:5]([F:8])=[CH:4][C:3]=1[C@H:9]1[CH2:13][CH2:12][CH2:11][N:10]1[C:14]1[CH:19]=[CH:18][N:17]2[N:20]=[CH:21][C:22]([C:25]#[C:24][Si:26]([CH3:29])([CH3:28])[CH3:27])=[C:16]2[N:15]=1. (10) The product is: [ClH:65].[Br:13][C:14]1[CH:33]=[CH:32][C:17]([NH:18][C:19]2[C:28]3[C:23](=[CH:24][C:25]([O:31][CH2:55][CH2:56][N:57]4[CH2:62][CH2:61][O:60][CH2:59][C:58]4=[O:63])=[C:26]([O:29][CH3:30])[CH:27]=3)[N:22]=[CH:21][N:20]=2)=[C:16]([F:34])[CH:15]=1. Given the reactants N(C(OCC)=O)=NC(OCC)=O.[Br:13][C:14]1[CH:33]=[CH:32][C:17]([NH:18][C:19]2[C:28]3[C:23](=[CH:24][C:25]([OH:31])=[C:26]([O:29][CH3:30])[CH:27]=3)[N:22]=[CH:21][N:20]=2)=[C:16]([F:34])[CH:15]=1.C1(P(C2C=CC=CC=2)C2C=CC=CC=2)C=CC=CC=1.O[CH2:55][CH2:56][N:57]1[CH2:62][CH2:61][O:60][CH2:59][C:58]1=[O:63].C(Cl)[Cl:65], predict the reaction product.